The task is: Regression/Classification. Given a drug SMILES string, predict its absorption, distribution, metabolism, or excretion properties. Task type varies by dataset: regression for continuous measurements (e.g., permeability, clearance, half-life) or binary classification for categorical outcomes (e.g., BBB penetration, CYP inhibition). For this dataset (b3db_regression), we predict Y.. This data is from Blood-brain barrier permeability regression values from the B3DB database. (1) The Y is 0.660 log(BB ratio). The compound is CC(C)(C)N1CCC(CC1)(C2=CC=CC=C2)C3=CC=CC=C3. (2) The drug is CN1CCC[C@H]1C2=CN=CC=C2. The Y is 0.400 log(BB ratio). (3) The molecule is C1CN(CCN1C2=NN=C(C(=C2)C3=CC=NC=C3)C4=CC=CC=C4)C5=NC=CC=N5. The Y is -0.150 log(BB ratio). (4) The Y is -0.500 log(BB ratio). The molecule is COC1=C(C=C2C(=C1)N=CN=C2NC3=CC(=C(C=C3)F)Cl)OCCCN4CCOCC4.